Predict the reactants needed to synthesize the given product. From a dataset of Full USPTO retrosynthesis dataset with 1.9M reactions from patents (1976-2016). (1) Given the product [CH2:1]([O:32][C:31]([C:30]1[C:29]([CH:28]([O:27][CH2:25][CH3:26])[O:34][CH2:35][CH3:36])=[N:14][N:15]2[C:16]([O:23][CH3:24])=[CH:17][CH:18]=[C:19]([CH2:21][OH:22])[C:20]=12)=[O:33])[CH3:2], predict the reactants needed to synthesize it. The reactants are: [CH3:1][C:2]1C=C(C)C=C(C)C=1S([O-])(=O)=O.[NH2:14][N+:15]1[CH:20]=[C:19]([CH2:21][OH:22])[CH:18]=[CH:17][C:16]=1[O:23][CH3:24].[CH2:25]([O:27][CH:28]([O:34][CH2:35][CH3:36])[C:29]#[C:30][C:31]([OH:33])=[O:32])[CH3:26].C(=O)([O-])[O-].[K+].[K+]. (2) Given the product [F:18][C:2]([F:1])([F:17])[C:3]1[CH:4]=[CH:5][C:6]([NH:9][C:10]2[CH:11]=[CH:12][C:13]([O:16][C:21](=[O:22])[N:20]([CH3:19])[C:24]3[CH:29]=[CH:28][CH:27]=[CH:26][CH:25]=3)=[CH:14][CH:15]=2)=[N:7][CH:8]=1, predict the reactants needed to synthesize it. The reactants are: [F:1][C:2]([F:18])([F:17])[C:3]1[CH:4]=[CH:5][C:6]([NH:9][C:10]2[CH:15]=[CH:14][C:13]([OH:16])=[CH:12][CH:11]=2)=[N:7][CH:8]=1.[CH3:19][N:20]([C:24]1[CH:29]=[CH:28][CH:27]=[CH:26][CH:25]=1)[C:21](Cl)=[O:22]. (3) Given the product [Br:1][C:2]1[CH:7]=[CH:6][C:5]([C:8]2[NH:40][C:35]3[C:36]([C:9]=2[CH2:10][CH2:11][CH2:12][N:13]2[CH2:18][CH2:17][CH:16]([C:19]4[CH:20]=[C:21]([NH:25][C:26](=[O:30])[CH:27]([CH3:29])[CH3:28])[CH:22]=[CH:23][CH:24]=4)[CH2:15][CH2:14]2)=[CH:37][CH:38]=[CH:39][C:34]=3[CH3:33])=[CH:4][CH:3]=1, predict the reactants needed to synthesize it. The reactants are: [Br:1][C:2]1[CH:7]=[CH:6][C:5]([C:8](=O)[CH2:9][CH2:10][CH2:11][CH2:12][N:13]2[CH2:18][CH2:17][CH:16]([C:19]3[CH:20]=[C:21]([NH:25][C:26](=[O:30])[CH:27]([CH3:29])[CH3:28])[CH:22]=[CH:23][CH:24]=3)[CH2:15][CH2:14]2)=[CH:4][CH:3]=1.Cl.[CH3:33][C:34]1[CH:39]=[CH:38][CH:37]=[CH:36][C:35]=1[NH:40]N.